Dataset: Peptide-MHC class II binding affinity with 134,281 pairs from IEDB. Task: Regression. Given a peptide amino acid sequence and an MHC pseudo amino acid sequence, predict their binding affinity value. This is MHC class II binding data. The binding affinity (normalized) is 0.0839. The peptide sequence is ADAGYAPATPAAAGA. The MHC is HLA-DPA10201-DPB10501 with pseudo-sequence HLA-DPA10201-DPB10501.